From a dataset of NCI-60 drug combinations with 297,098 pairs across 59 cell lines. Regression. Given two drug SMILES strings and cell line genomic features, predict the synergy score measuring deviation from expected non-interaction effect. (1) Drug 1: C1CC(=O)NC(=O)C1N2CC3=C(C2=O)C=CC=C3N. Drug 2: C1CC(=O)NC(=O)C1N2C(=O)C3=CC=CC=C3C2=O. Cell line: SK-MEL-2. Synergy scores: CSS=-0.521, Synergy_ZIP=-0.608, Synergy_Bliss=-2.41, Synergy_Loewe=-0.812, Synergy_HSA=-1.94. (2) Drug 1: C1=NC2=C(N=C(N=C2N1C3C(C(C(O3)CO)O)F)Cl)N. Drug 2: C1CC(=O)NC(=O)C1N2C(=O)C3=CC=CC=C3C2=O. Cell line: RXF 393. Synergy scores: CSS=1.27, Synergy_ZIP=0.0938, Synergy_Bliss=0.314, Synergy_Loewe=-1.78, Synergy_HSA=-1.67. (3) Drug 1: C1CCC(C1)C(CC#N)N2C=C(C=N2)C3=C4C=CNC4=NC=N3. Drug 2: C1=CN(C=N1)CC(O)(P(=O)(O)O)P(=O)(O)O. Cell line: EKVX. Synergy scores: CSS=5.49, Synergy_ZIP=-1.45, Synergy_Bliss=2.24, Synergy_Loewe=1.27, Synergy_HSA=2.43.